Binary Classification. Given a miRNA mature sequence and a target amino acid sequence, predict their likelihood of interaction. From a dataset of Experimentally validated miRNA-target interactions with 360,000+ pairs, plus equal number of negative samples. The miRNA is rno-miR-22-5p with sequence AGUUCUUCAGUGGCAAGCUUUA. The protein sequence of the target gene is MSRYSYQSLLDWLYGGVDPSFAGNGGPDCAAFLSWQQRLLESVVVLTLALLEILVALRHILRQKEDGRGGRSSQPQQVTQRPEEGKESLSKNLLLVALCLIFGVEVGFKFATKTVIYLLNPCHLVTMMHIFLLACPPCPGATVIFKLQMHMLNGALLALLFPVVNTRLLPFELEIYYIQHAMLYVVPVYLLWKGGAYTPEPLCNFQWALLSTGLMFFYHFSFLQILGLVTEVNLNNMLCPAISDPFYGPWYRIWASGHQTLMTMTHGKLVILFSYMAGPLCKYLLDLLRLPAKKID. Result: 0 (no interaction).